From a dataset of Forward reaction prediction with 1.9M reactions from USPTO patents (1976-2016). Predict the product of the given reaction. (1) Given the reactants I[C:2]1[CH:7]=[CH:6][C:5]([NH:8][C:9](=[O:11])[CH3:10])=[C:4]([C:12](=[O:25])[C:13]2[CH:18]=[C:17]([O:19][CH3:20])[C:16]([O:21][CH3:22])=[C:15]([O:23][CH3:24])[CH:14]=2)[CH:3]=1.C(OC([N:33]1[CH:37]=[CH:36][CH:35]=[C:34]1B(O)O)=O)(C)(C)C, predict the reaction product. The product is: [NH:33]1[CH:37]=[CH:36][CH:35]=[C:34]1[C:2]1[CH:7]=[CH:6][C:5]([NH:8][C:9](=[O:11])[CH3:10])=[C:4]([C:12](=[O:25])[C:13]2[CH:18]=[C:17]([O:19][CH3:20])[C:16]([O:21][CH3:22])=[C:15]([O:23][CH3:24])[CH:14]=2)[CH:3]=1. (2) Given the reactants C=O.N1[CH2:8][CH2:7][O:6][CH2:5][CH2:4]1.[C:9]1([OH:15])[CH:14]=[CH:13][CH:12]=[CH:11][CH:10]=1, predict the reaction product. The product is: [CH3:13][CH2:14][CH2:9][CH2:10][CH2:11][CH3:12].[CH3:4][CH2:5][O:6][C:7]([CH3:8])=[O:15]. (3) Given the reactants C(=O)([O-])[O-].[K+].[K+].[CH:7]1([N:10]([C:18]2[C:19]3[N:20]([C:30]([CH:33]=[O:34])=[CH:31][N:32]=3)[CH:21]=[C:22]([C:24]#[C:25][Si](C)(C)C)[N:23]=2)[C:11](=[O:17])[O:12][C:13]([CH3:16])([CH3:15])[CH3:14])[CH2:9][CH2:8]1, predict the reaction product. The product is: [CH:7]1([N:10]([C:18]2[C:19]3[N:20]([C:30]([CH:33]=[O:34])=[CH:31][N:32]=3)[CH:21]=[C:22]([C:24]#[CH:25])[N:23]=2)[C:11](=[O:17])[O:12][C:13]([CH3:16])([CH3:15])[CH3:14])[CH2:8][CH2:9]1. (4) Given the reactants C(=O)([O-])[O-].[K+].[K+].[CH3:7][O:8][C:9]1[CH:14]=[C:13]([N+:15]([O-:17])=[O:16])[CH:12]=[CH:11][C:10]=1[OH:18].[Br:19][CH2:20][CH2:21]Br, predict the reaction product. The product is: [Br:19][CH2:20][CH2:21][O:18][C:10]1[CH:11]=[CH:12][C:13]([N+:15]([O-:17])=[O:16])=[CH:14][C:9]=1[O:8][CH3:7].